This data is from Catalyst prediction with 721,799 reactions and 888 catalyst types from USPTO. The task is: Predict which catalyst facilitates the given reaction. (1) Reactant: [C:1]([C:3]1[C:8]([OH:9])=[CH:7][CH:6]=[CH:5][N:4]=1)#[N:2].Br[CH2:11][C:12]([O:14][CH3:15])=[O:13].C(=O)([O-])[O-].[K+].[K+]. Product: [CH3:15][O:14][C:12](=[O:13])[CH2:11][O:9][C:8]1[C:3]([C:1]#[N:2])=[N:4][CH:5]=[CH:6][CH:7]=1. The catalyst class is: 21. (2) Reactant: [C:1]([NH:4][C:5]1[S:6][C:7]([CH:26]=O)=[C:8]([CH2:10][CH2:11][C:12]2[CH:17]=[CH:16][C:15]([NH:18][C:19](=[O:25])[O:20][C:21]([CH3:24])([CH3:23])[CH3:22])=[CH:14][CH:13]=2)[N:9]=1)(=[O:3])[CH3:2].Cl.[CH3:29][N:30]([CH3:38])[C:31]([C@@H:33]1[CH2:37][CH2:36][CH2:35][NH:34]1)=[O:32].C(N(C(C)C)CC)(C)C.C(O[BH-](OC(=O)C)OC(=O)C)(=O)C.[Na+].[NH4+].[Cl-]. Product: [C:1]([NH:4][C:5]1[S:6][C:7]([CH2:26][N:34]2[CH2:35][CH2:36][CH2:37][C@H:33]2[C:31]([N:30]([CH3:38])[CH3:29])=[O:32])=[C:8]([CH2:10][CH2:11][C:12]2[CH:17]=[CH:16][C:15]([NH:18][C:19](=[O:25])[O:20][C:21]([CH3:24])([CH3:22])[CH3:23])=[CH:14][CH:13]=2)[N:9]=1)(=[O:3])[CH3:2]. The catalyst class is: 4. (3) Reactant: [C:1]([O:5][C:6]([N:8]1[CH2:12][CH2:11][C:10]([CH2:16][NH:17][C:18]([O:20][CH2:21][C:22]2[CH:27]=[CH:26][CH:25]=[CH:24][CH:23]=2)=[O:19])([C:13]([OH:15])=O)[CH2:9]1)=[O:7])([CH3:4])([CH3:3])[CH3:2].O=C1N(P(Cl)(N2CCOC2=O)=O)CCO1.CCN(C(C)C)C(C)C.[C:52]1([NH2:58])[CH:57]=[CH:56][CH:55]=[CH:54][CH:53]=1. Product: [C:1]([O:5][C:6]([N:8]1[CH2:12][CH2:11][C:10]([CH2:16][NH:17][C:18]([O:20][CH2:21][C:22]2[CH:27]=[CH:26][CH:25]=[CH:24][CH:23]=2)=[O:19])([C:13](=[O:15])[NH:58][C:52]2[CH:57]=[CH:56][CH:55]=[CH:54][CH:53]=2)[CH2:9]1)=[O:7])([CH3:3])([CH3:2])[CH3:4]. The catalyst class is: 279. (4) Reactant: [C:1]([O:5][C:6]([N:8]1[CH2:13][CH2:12][CH:11]([OH:14])[CH2:10][CH2:9]1)=[O:7])([CH3:4])([CH3:3])[CH3:2].[CH3:15][C:16]1[CH:21]=[C:20]([N+:22]([O-:24])=[O:23])[CH:19]=[CH:18][C:17]=1O.C1(P(C2C=CC=CC=2)C2C=CC=CC=2)C=CC=CC=1.N(C(OCC)=O)=NC(OCC)=O. Product: [C:1]([O:5][C:6]([N:8]1[CH2:13][CH2:12][CH:11]([O:14][C:17]2[CH:18]=[CH:19][C:20]([N+:22]([O-:24])=[O:23])=[CH:21][C:16]=2[CH3:15])[CH2:10][CH2:9]1)=[O:7])([CH3:4])([CH3:2])[CH3:3]. The catalyst class is: 4. (5) Reactant: [Cl:1][C:2]1[CH:7]=[CH:6][C:5]([N:8]2[CH2:13][CH2:12][N:11]([C:14]3[N:15]=[C:16]([NH:23][C:24]4[CH:29]=[CH:28][CH:27]=[C:26]([CH2:30][N:31]5[CH2:36][CH2:35][O:34][CH2:33][CH2:32]5)[CH:25]=4)[C:17]4[S:22][CH2:21][CH2:20][C:18]=4[N:19]=3)[CH2:10][CH2:9]2)=[CH:4][CH:3]=1.[OH:37]O.N. Product: [Cl:1][C:2]1[CH:3]=[CH:4][C:5]([N:8]2[CH2:9][CH2:10][N:11]([C:14]3[N:15]=[C:16]([NH:23][C:24]4[CH:29]=[CH:28][CH:27]=[C:26]([CH2:30][N:31]5[CH2:32][CH2:33][O:34][CH2:35][CH2:36]5)[CH:25]=4)[C:17]4[S:22](=[O:37])[CH2:21][CH2:20][C:18]=4[N:19]=3)[CH2:12][CH2:13]2)=[CH:6][CH:7]=1. The catalyst class is: 15.